This data is from Reaction yield outcomes from USPTO patents with 853,638 reactions. The task is: Predict the reaction yield, written as a fraction of the theoretical maximum amount of product (1.0 means a 100% yield; for example, 0.34 means a 34% yield). (1) The product is [CH3:1][N:2]1[C:6]([C:7]2[CH:8]=[CH:9][C:10]([NH:13][CH2:14][C:16]3[C:21]([F:22])=[CH:20][CH:19]=[C:18]([F:23])[C:17]=3[F:24])=[N:11][CH:12]=2)=[CH:5][C:4]([C:25]([F:28])([F:26])[F:27])=[N:3]1. The yield is 0.259. The catalyst is C1COCC1. The reactants are [CH3:1][N:2]1[C:6]([C:7]2[CH:8]=[CH:9][C:10]([NH:13][C:14]([C:16]3[C:21]([F:22])=[CH:20][CH:19]=[C:18]([F:23])[C:17]=3[F:24])=O)=[N:11][CH:12]=2)=[CH:5][C:4]([C:25]([F:28])([F:27])[F:26])=[N:3]1.Cl.C(OCC)(=O)C. (2) The reactants are [Br:1][C:2]1[CH:3]=[C:4]2[C:8](=[CH:9][CH:10]=1)[N:7]([CH:11]([CH2:15][CH:16]1[CH2:20][CH2:19][CH2:18][CH2:17]1)[C:12](O)=[O:13])[C:6](=[O:21])[C:5]2=[O:22].[CH3:23][N:24]1[CH:28]=[CH:27][C:26]([NH2:29])=[N:25]1.C(N(CC)C(C)C)(C)C.F[P-](F)(F)(F)(F)F.N1(O[P+](N(C)C)(N(C)C)N(C)C)C2C=CC=CC=2N=N1. The catalyst is CN(C)C=O.C(OCC)(=O)C. The product is [Br:1][C:2]1[CH:3]=[C:4]2[C:8](=[CH:9][CH:10]=1)[N:7]([CH:11]([CH2:15][CH:16]1[CH2:17][CH2:18][CH2:19][CH2:20]1)[C:12]([NH:29][C:26]1[CH:27]=[CH:28][N:24]([CH3:23])[N:25]=1)=[O:13])[C:6](=[O:21])[C:5]2=[O:22]. The yield is 0.480. (3) The reactants are CS(O[CH2:6][CH2:7][NH:8][C:9]1[C:13]([C:14]2[N:18]([C:19]3[CH:24]=[CH:23][C:22]([F:25])=[C:21]([Br:26])[CH:20]=3)[C:17](=[O:27])[O:16][N:15]=2)=[N:12][O:11][N:10]=1)(=O)=O.[N-:28]=[N+:29]=[N-:30].[Na+]. The catalyst is CN(C)C=O. The product is [N:28]([CH2:6][CH2:7][NH:8][C:9]1[C:13]([C:14]2[N:18]([C:19]3[CH:24]=[CH:23][C:22]([F:25])=[C:21]([Br:26])[CH:20]=3)[C:17](=[O:27])[O:16][N:15]=2)=[N:12][O:11][N:10]=1)=[N+:29]=[N-:30]. The yield is 0.770. (4) The reactants are [C:1]([O:5][C:6]([N:8]1[CH2:13][CH2:12][CH:11]([NH:14][C:15]2[CH:20]=[CH:19][CH:18]=[CH:17][C:16]=2[O:21][CH2:22][C:23]([O:25]CC)=[O:24])[CH2:10][CH2:9]1)=[O:7])([CH3:4])([CH3:3])[CH3:2].[OH-].[Na+].Cl. The catalyst is CO.O. The product is [C:1]([O:5][C:6]([N:8]1[CH2:13][CH2:12][CH:11]([NH:14][C:15]2[CH:20]=[CH:19][CH:18]=[CH:17][C:16]=2[O:21][CH2:22][C:23]([OH:25])=[O:24])[CH2:10][CH2:9]1)=[O:7])([CH3:4])([CH3:2])[CH3:3]. The yield is 1.00. (5) The reactants are [C:1]([O:6][CH2:7][CH3:8])(=[O:5])[CH:2]([CH3:4])[CH3:3].[Li+].CC([N-]C(C)C)C.[CH2:17]([O:24][C:25]1[CH:32]=[CH:31][C:28]([CH:29]=[O:30])=[CH:27][CH:26]=1)[C:18]1[CH:23]=[CH:22][CH:21]=[CH:20][CH:19]=1.O. The catalyst is C1COCC1. The product is [CH2:7]([O:6][C:1](=[O:5])[C:2]([CH3:4])([CH3:3])[CH:29]([C:28]1[CH:27]=[CH:26][C:25]([O:24][CH2:17][C:18]2[CH:19]=[CH:20][CH:21]=[CH:22][CH:23]=2)=[CH:32][CH:31]=1)[OH:30])[CH3:8]. The yield is 0.670. (6) The reactants are [H-].[Na+].[C:3]([C:5]1[CH:6]=[C:7]2[C:11](=[CH:12][CH:13]=1)[NH:10][C:9](=[O:14])[CH2:8]2)#[N:4].Cl[C:16]1[CH:21]=[CH:20][C:19]([CH2:22][N:23]2[CH2:28][CH2:27][O:26][CH2:25][CH2:24]2)=[CH:18][N+:17]=1[O-].P(Cl)(Cl)Cl. The catalyst is CN(C)C=O.C(OCC)(=O)C. The product is [OH:14][C:9]1[NH:10][C:11]2[C:7]([C:8]=1[C:16]1[CH:21]=[CH:20][C:19]([CH2:22][N:23]3[CH2:28][CH2:27][O:26][CH2:25][CH2:24]3)=[CH:18][N:17]=1)=[CH:6][C:5]([C:3]#[N:4])=[CH:13][CH:12]=2. The yield is 0.450.